From a dataset of Full USPTO retrosynthesis dataset with 1.9M reactions from patents (1976-2016). Predict the reactants needed to synthesize the given product. Given the product [CH:1]1([CH2:4][O:5][C:6]2[CH:11]=[CH:10][C:9]([NH:12][S:13]([CH2:16][CH3:17])(=[O:14])=[O:15])=[CH:8][C:7]=2[C:28]2[C:29]3[CH:38]=[CH:37][O:36][C:30]=3[C:31](=[O:35])[N:32]([CH3:34])[CH:33]=2)[CH2:2][CH2:3]1, predict the reactants needed to synthesize it. The reactants are: [CH:1]1([CH2:4][O:5][C:6]2[CH:11]=[CH:10][C:9]([NH:12][S:13]([CH2:16][CH3:17])(=[O:15])=[O:14])=[CH:8][C:7]=2B2OC(C)(C)C(C)(C)O2)[CH2:3][CH2:2]1.Br[C:28]1[C:29]2[CH:38]=[CH:37][O:36][C:30]=2[C:31](=[O:35])[N:32]([CH3:34])[CH:33]=1.[O-]P([O-])([O-])=O.[K+].[K+].[K+].